From a dataset of Forward reaction prediction with 1.9M reactions from USPTO patents (1976-2016). Predict the product of the given reaction. (1) Given the reactants Br[C:2]1[C:3]([NH2:12])=[N:4][CH:5]=[C:6]([C:8]([F:11])([F:10])[F:9])[CH:7]=1.[F:13][C:14]1[CH:15]=[CH:16][C:17]2[O:21][CH:20]=[N:19][C:18]=2[CH:22]=1.CC([O-])=O.[K+], predict the reaction product. The product is: [F:13][C:14]1[CH:15]=[CH:16][C:17]2[O:21][C:20]([C:2]3[C:3]([NH2:12])=[N:4][CH:5]=[C:6]([C:8]([F:11])([F:10])[F:9])[CH:7]=3)=[N:19][C:18]=2[CH:22]=1. (2) Given the reactants S(=O)(=O)(O)O.[CH3:6][C:7]1[CH:8]=[C:9]([C:24]2[CH:25]=[N:26][N:27]([CH2:29][C@@H:30]([C:32]([OH:34])=[O:33])[NH2:31])[CH:28]=2)[CH:10]=[C:11]([NH:13][C:14]2[N:19]=[C:18]([C:20]([F:23])([F:22])[F:21])[CH:17]=[CH:16][N:15]=2)[CH:12]=1.[C:35](=O)(O)[O-].[Na+], predict the reaction product. The product is: [CH3:6][C:7]1[CH:8]=[C:9]([C:24]2[CH:25]=[N:26][N:27]([CH2:29][C@@H:30]([C:32]([O:34][CH3:35])=[O:33])[NH2:31])[CH:28]=2)[CH:10]=[C:11]([NH:13][C:14]2[N:19]=[C:18]([C:20]([F:23])([F:21])[F:22])[CH:17]=[CH:16][N:15]=2)[CH:12]=1. (3) Given the reactants C([O:5][N:6]=[C:7]1[C:16]2[C:11](=[CH:12][C:13]([Br:18])=[C:14]([CH3:17])[CH:15]=2)[O:10][C:9]([C:19]2[N:20]=[CH:21][C:22]3[C:27]([CH:28]=2)=[CH:26][CH:25]=[CH:24][CH:23]=3)=[CH:8]1)(C)(C)C, predict the reaction product. The product is: [Br:18][C:13]1[CH:12]=[C:11]2[C:16]([C:7](=[N:6][OH:5])[CH:8]=[C:9]([C:19]3[N:20]=[CH:21][C:22]4[C:27]([CH:28]=3)=[CH:26][CH:25]=[CH:24][CH:23]=4)[O:10]2)=[CH:15][C:14]=1[CH3:17].